This data is from Reaction yield outcomes from USPTO patents with 853,638 reactions. The task is: Predict the reaction yield, written as a fraction of the theoretical maximum amount of product (1.0 means a 100% yield; for example, 0.34 means a 34% yield). (1) The reactants are [Cl:1][C:2]1[CH:7]=[C:6](Cl)[CH:5]=[C:4]([Cl:9])[N:3]=1.O.[NH2:11][NH2:12]. No catalyst specified. The product is [Cl:1][C:2]1[CH:7]=[C:6]([NH:11][NH2:12])[CH:5]=[C:4]([Cl:9])[N:3]=1. The yield is 0.340. (2) The reactants are OC1C2C(=C(N)C=CC=2)N=C(C(O)=O)C=1.C[O:17][C:18]([C:20]1[CH:29]=[C:28]([OH:30])[C:27]2[C:22](=[C:23]([NH2:39])[CH:24]=[CH:25][C:26]=2[CH2:31][CH2:32][C:33]2[CH:38]=[CH:37][CH:36]=[CH:35][CH:34]=2)[N:21]=1)=[O:19]. No catalyst specified. The product is [C:33]1([CH2:32][CH2:31][C:26]2[CH:25]=[CH:24][C:23]([NH2:39])=[C:22]3[C:27]=2[C:28]([OH:30])=[CH:29][C:20]([C:18]([OH:19])=[O:17])=[N:21]3)[CH:38]=[CH:37][CH:36]=[CH:35][CH:34]=1. The yield is 0.840. (3) The reactants are C1(P(C2C=CC=CC=2)C2C=CC=CC=2)C=CC=CC=1.[Cl:20][C:21]1[C:30]2[C:25](=[CH:26][CH:27]=[CH:28][CH:29]=2)[C:24](O)=[C:23]([CH2:32][CH2:33][CH2:34][OH:35])[N:22]=1.N(C(OC(C)C)=O)=NC(OC(C)C)=O. The catalyst is C1COCC1. The product is [Cl:20][C:21]1[C:30]2[CH:29]=[CH:28][CH:27]=[CH:26][C:25]=2[C:24]2[O:35][CH2:34][CH2:33][CH2:32][C:23]=2[N:22]=1. The yield is 0.730. (4) The reactants are [OH-].[K+].C([O:5][C:6]([C:8]1[CH:12]=[C:11]([C:13]2[CH:18]=[CH:17][CH:16]=[CH:15][CH:14]=2)[S:10][C:9]=1[Br:19])=[O:7])C. The catalyst is O. The product is [Br:19][C:9]1[S:10][C:11]([C:13]2[CH:14]=[CH:15][CH:16]=[CH:17][CH:18]=2)=[CH:12][C:8]=1[C:6]([OH:7])=[O:5]. The yield is 0.870.